Dataset: Forward reaction prediction with 1.9M reactions from USPTO patents (1976-2016). Task: Predict the product of the given reaction. Given the reactants Cl.[NH2:2][C:3]1[C:4]([CH3:28])=[C:5]2[C:10]([NH:11][C:12]3[CH:17]=[CH:16][C:15]([O:18][C:19]4[CH:24]=[CH:23][CH:22]=[CH:21][CH:20]=4)=[CH:14][CH:13]=3)=[C:9]([C:25]#[N:26])[CH:8]=[N:7][N:6]2[CH:27]=1.[C:29]([NH:32][C:33]1[CH:41]=[CH:40][CH:39]=[CH:38][C:34]=1[C:35](O)=[O:36])(=O)[CH3:30].C1CN([P+](ON2N=NC3C=CC=CC2=3)(N2CCCC2)N2CCCC2)CC1.F[P-](F)(F)(F)(F)F.CCN(C(C)C)C(C)C, predict the reaction product. The product is: [CH3:28][C:4]1[C:3]([N:2]2[C:35](=[O:36])[C:34]3[C:33](=[CH:41][CH:40]=[CH:39][CH:38]=3)[N:32]=[C:29]2[CH3:30])=[CH:27][N:6]2[C:5]=1[C:10]([NH:11][C:12]1[CH:13]=[CH:14][C:15]([O:18][C:19]3[CH:24]=[CH:23][CH:22]=[CH:21][CH:20]=3)=[CH:16][CH:17]=1)=[C:9]([C:25]#[N:26])[CH:8]=[N:7]2.